Dataset: Kir2.1 potassium channel HTS with 301,493 compounds. Task: Binary Classification. Given a drug SMILES string, predict its activity (active/inactive) in a high-throughput screening assay against a specified biological target. The compound is Brc1ccc(N(C2CS(=O)(=O)C=C2)C(=O)c2sccc2)cc1. The result is 0 (inactive).